Task: Predict the reactants needed to synthesize the given product.. Dataset: Full USPTO retrosynthesis dataset with 1.9M reactions from patents (1976-2016) (1) Given the product [CH:1]1[C:9]2[C:8]3[CH:10]=[CH:11][CH:12]=[CH:13][C:7]=3[O:6][C:5]=2[C:4]([NH2:14])=[CH:3][CH:2]=1, predict the reactants needed to synthesize it. The reactants are: [CH:1]1[C:9]2[C:8]3[CH:10]=[CH:11][CH:12]=[CH:13][C:7]=3[O:6][C:5]=2[C:4]([NH:14]C(=O)C)=[CH:3][CH:2]=1.Cl.C(=O)([O-])[O-].[Na+].[Na+]. (2) Given the product [F:16][C:17]([F:24])([F:23])[C:18](=[O:19])[CH2:12][C:11]([C:4]1[CH:5]=[CH:6][C:7]([N+:8]([O-:10])=[O:9])=[C:2]([CH3:1])[CH:3]=1)=[O:13], predict the reactants needed to synthesize it. The reactants are: [CH3:1][C:2]1[CH:3]=[C:4]([C:11](=[O:13])[CH3:12])[CH:5]=[CH:6][C:7]=1[N+:8]([O-:10])=[O:9].[H-].[Na+].[F:16][C:17]([F:24])([F:23])[C:18](OCC)=[O:19]. (3) Given the product [N+:9]([C:33]1[CH:32]=[CH:31][C:27]2[CH:28]3[CH2:30][CH:25]([C:26]=2[CH:34]=1)[CH2:24][N:23]([C:21](=[O:22])[C:20]([F:35])([F:19])[F:36])[CH2:29]3)([O-:12])=[O:10], predict the reactants needed to synthesize it. The reactants are: FC(F)(F)S(O)(=O)=O.[N+:9]([O-:12])(O)=[O:10].CCOC(C)=O.[F:19][C:20]([F:36])([F:35])[C:21]([N:23]1[CH2:29][CH:28]2[CH2:30][CH:25]([C:26]3[CH:34]=[CH:33][CH:32]=[CH:31][C:27]=32)[CH2:24]1)=[O:22]. (4) Given the product [C:49]([CH2:51][C:13]([N:9]1[CH2:10][C@@H:11]([F:12])[C@@H:6]([O:5][C:4]2[CH:22]=[CH:23][C:24]([C:26]3[N:31]=[C:30]([NH:32][C:33]4[CH:34]=[CH:35][C:36]([N:39]5[CH2:40][CH2:41][N:42]([CH:45]6[CH2:48][O:47][CH2:46]6)[CH2:43][CH2:44]5)=[CH:37][CH:38]=4)[N:29]=[CH:28][N:27]=3)=[CH:25][C:3]=2[C:1]#[N:2])[C:7]([CH3:21])([CH3:20])[CH2:8]1)=[O:14])#[N:50], predict the reactants needed to synthesize it. The reactants are: [C:1]([C:3]1[CH:25]=[C:24]([C:26]2[N:31]=[C:30]([NH:32][C:33]3[CH:38]=[CH:37][C:36]([N:39]4[CH2:44][CH2:43][N:42]([CH:45]5[CH2:48][O:47][CH2:46]5)[CH2:41][CH2:40]4)=[CH:35][CH:34]=3)[N:29]=[CH:28][N:27]=2)[CH:23]=[CH:22][C:4]=1[O:5][C@@H:6]1[C@H:11]([F:12])[CH2:10][N:9]([C:13](OC(C)(C)C)=[O:14])[CH2:8][C:7]1([CH3:21])[CH3:20])#[N:2].[C:49]([CH2:51]C(O)=O)#[N:50]. (5) Given the product [CH2:23]([N:11]1[CH2:12][CH2:13][C:9]([C:4]2[CH:5]=[CH:6][C:7]([F:8])=[C:2]([F:1])[CH:3]=2)([O:14][CH3:15])[CH2:10]1)[CH2:24][CH2:25][CH3:26], predict the reactants needed to synthesize it. The reactants are: [F:1][C:2]1[CH:3]=[C:4]([C:9]2([O:14][CH3:15])[CH2:13][CH2:12][NH:11][CH2:10]2)[CH:5]=[CH:6][C:7]=1[F:8].C(=O)([O-])[O-].[K+].[K+].Br[CH2:23][CH2:24][CH2:25][CH3:26]. (6) Given the product [O:10]1[CH:11]=[CH:12][C:8]([C:28]2[CH:27]=[CH:26][C:25]([C@@H:23]([N:19]3[CH2:18][CH2:17][C@:16]([CH2:15][C:14]([OH:13])([CH3:46])[CH3:47])([C:40]4[CH:45]=[CH:44][CH:43]=[CH:42][CH:41]=4)[O:21][C:20]3=[O:22])[CH3:24])=[CH:30][CH:29]=2)=[CH:9]1, predict the reactants needed to synthesize it. The reactants are: C([O-])([O-])=O.[Na+].[Na+].Br[C:8]1[CH:12]=[CH:11][O:10][CH:9]=1.[OH:13][C:14]([CH3:47])([CH3:46])[CH2:15][C@@:16]1([C:40]2[CH:45]=[CH:44][CH:43]=[CH:42][CH:41]=2)[O:21][C:20](=[O:22])[N:19]([C@H:23]([C:25]2[CH:30]=[CH:29][C:28](B3OC(C)(C)C(C)(C)O3)=[CH:27][CH:26]=2)[CH3:24])[CH2:18][CH2:17]1. (7) Given the product [Br:13][C:14]1[CH:15]=[N:16][CH:17]=[C:18]([CH:20]2[CH2:22][CH2:7][O:21]2)[CH:19]=1, predict the reactants needed to synthesize it. The reactants are: [I-].C[S+](C)(C)=O.[CH3:7]C(C)([O-])C.[K+].[Br:13][C:14]1[CH:15]=[N:16][CH:17]=[C:18]([CH:20]2[CH2:22][O:21]2)[CH:19]=1.